The task is: Predict which catalyst facilitates the given reaction.. This data is from Catalyst prediction with 721,799 reactions and 888 catalyst types from USPTO. (1) Reactant: [C:1]([C:5]1[CH:6]=[C:7]2[C:11](=[CH:12][CH:13]=1)[CH:10]([NH2:14])[CH2:9][CH2:8]2)([CH3:4])([CH3:3])[CH3:2].[N:15]([C:18]1[CH:27]=[CH:26][CH:25]=[C:24]2[C:19]=1[CH:20]=[CH:21][N:22]=[CH:23]2)=[C:16]=[O:17]. Product: [C:1]([C:5]1[CH:6]=[C:7]2[C:11](=[CH:12][CH:13]=1)[CH:10]([NH:14][C:16]([NH:15][C:18]1[CH:27]=[CH:26][CH:25]=[C:24]3[C:19]=1[CH:20]=[CH:21][N:22]=[CH:23]3)=[O:17])[CH2:9][CH2:8]2)([CH3:4])([CH3:2])[CH3:3]. The catalyst class is: 27. (2) Reactant: Cl.[NH2:2][C@@H:3]([C:28]([CH3:31])([CH3:30])[CH3:29])[C:4]([N:6]1[CH2:10][C@H:9]([OH:11])[CH2:8][C@H:7]1[C:12]([NH:14][CH2:15][C:16]1[CH:21]=[CH:20][C:19]([C:22]2[S:26][CH:25]=[N:24][C:23]=2[CH3:27])=[CH:18][CH:17]=1)=[O:13])=[O:5].[CH3:32][C:33]1([C:37](O)=[O:38])[CH2:36][O:35][CH2:34]1.CCN(C(C)C)C(C)C.CN(C(ON1N=NC2C=CC=NC1=2)=[N+](C)C)C.F[P-](F)(F)(F)(F)F. Product: [CH3:29][C:28]([CH3:31])([CH3:30])[C@H:3]([NH:2][C:37]([C:33]1([CH3:32])[CH2:36][O:35][CH2:34]1)=[O:38])[C:4]([N:6]1[CH2:10][C@H:9]([OH:11])[CH2:8][C@H:7]1[C:12]([NH:14][CH2:15][C:16]1[CH:21]=[CH:20][C:19]([C:22]2[S:26][CH:25]=[N:24][C:23]=2[CH3:27])=[CH:18][CH:17]=1)=[O:13])=[O:5]. The catalyst class is: 3. (3) The catalyst class is: 1. Product: [CH:32]1([C:38]([OH:65])([C:59]2[CH:64]=[CH:63][CH:62]=[CH:61][CH:60]=2)[C:39]([O:41][CH2:42][CH:43]2[CH2:44][CH2:45][N:46]([CH2:49][CH2:50][CH2:51][CH2:52][CH2:53][CH2:54][N:73]3[CH2:74][CH2:75][C:70](=[O:69])[CH2:71][CH2:72]3)[CH2:47][CH2:48]2)=[O:40])[CH2:33][CH2:34][CH2:35][CH2:36][CH2:37]1. Reactant: C1(C(O)(C2C=CC=CC=2)C(OCC2CCN(CCCCCC=O)CC2)=O)CCCCC1.[CH:32]1([C:38]([OH:65])([C:59]2[CH:64]=[CH:63][CH:62]=[CH:61][CH:60]=2)[C:39]([O:41][CH2:42][CH:43]2[CH2:48][CH2:47][N:46]([CH2:49][CH2:50][CH2:51][CH2:52][CH2:53][CH:54]3OCCO3)[CH2:45][CH2:44]2)=[O:40])[CH2:37][CH2:36][CH2:35][CH2:34][CH2:33]1.O1[C:70]2([CH2:75][CH2:74][NH:73][CH2:72][CH2:71]2)[O:69]CC1.C(O[BH-](OC(=O)C)OC(=O)C)(=O)C.[Na+]. (4) Reactant: [C:1]([O:5][C:6]([N:8]1[CH2:12][C@H:11]([OH:13])[CH2:10][C@H:9]1[C:14]([OH:16])=O)=[O:7])([CH3:4])([CH3:3])[CH3:2].C([N:19](CC)CC)C.ClC(OCC)=O.N.[Cl-].[NH4+]. Product: [C:14]([C@@H:9]1[CH2:10][C@@H:11]([OH:13])[CH2:12][N:8]1[C:6]([O:5][C:1]([CH3:4])([CH3:3])[CH3:2])=[O:7])(=[O:16])[NH2:19]. The catalyst class is: 7. (5) Reactant: [C:1]([O-:4])([O-])=[O:2].[K+].[K+].[C:7]1([CH3:19])[CH:12]=CC(S(N=[N+]=[N-])(=O)=O)=[CH:9][CH:8]=1.O=[C:21]([CH3:29])[CH2:22]P(=O)(OC)OC.[CH3:30]C#N. Product: [CH3:30][O:4][C:1]([C@H:21]1[CH2:29][CH2:19][C@H:7]([C:8]#[CH:9])[CH2:12][CH2:22]1)=[O:2]. The catalyst class is: 5. (6) Product: [ClH:15].[CH3:1][C:2]1[CH:14]=[CH:13][C:5]([CH:6]=[C:7]2[CH2:11][CH2:10][CH:9]([CH2:16][N:17]([CH3:19])[CH3:18])[C:8]2=[O:12])=[CH:4][CH:3]=1. Reactant: [CH3:1][C:2]1[CH:14]=[CH:13][C:5]([CH:6]=[C:7]2[CH2:11][CH2:10][CH2:9][C:8]2=[O:12])=[CH:4][CH:3]=1.[Cl-:15].[CH3:16][N+:17](=[CH2:19])[CH3:18]. The catalyst class is: 10. (7) Reactant: [CH:1]([O:4][C:5]([C:7]1[CH:8]=[C:9]([C:21]#[C:22][Si](C)(C)C)[CH:10]=[C:11]2[C:16]=1[O:15][C:14]([CH3:18])([CH3:17])[CH2:13][C:12]2([CH3:20])[CH3:19])=[O:6])([CH3:3])[CH3:2].C(=O)([O-])[O-].[K+].[K+]. Product: [CH:1]([O:4][C:5]([C:7]1[CH:8]=[C:9]([C:21]#[CH:22])[CH:10]=[C:11]2[C:16]=1[O:15][C:14]([CH3:18])([CH3:17])[CH2:13][C:12]2([CH3:20])[CH3:19])=[O:6])([CH3:3])[CH3:2]. The catalyst class is: 5. (8) Reactant: [Li+:1].[CH:2]([N:5]1[C:9]([C:10]2[CH:15]=[CH:14][N:13]=[C:12]([NH:16][C:17]3[CH:25]=[CH:24][C:20]([C:21]([O-:23])=[O:22])=[CH:19][CH:18]=3)[N:11]=2)=[CH:8][N:7]=[C:6]1[CH3:26])([CH3:4])[CH3:3].[CH3:27][N:28]([C:30]([O:34][N:35]1[N:43]=[N:42][C:37]2[CH:38]=[CH:39][CH:40]=[CH:41][C:36]1=2)=[N+:31]([CH3:33])[CH3:32])[CH3:29].[F:44][P-:45]([F:50])([F:49])([F:48])([F:47])[F:46]. Product: [Li+:1].[CH:2]([N:5]1[C:9]([C:10]2[CH:15]=[CH:14][N:13]=[C:12]([NH:16][C:17]3[CH:25]=[CH:24][C:20]([C:21]([O-:23])=[O:22])=[CH:19][CH:18]=3)[N:11]=2)=[CH:8][N:7]=[C:6]1[CH3:26])([CH3:4])[CH3:3].[CH3:33][N:31]([C:30]([O:34][N:35]1[N:43]=[N:42][C:37]2[CH:38]=[CH:39][CH:40]=[CH:41][C:36]1=2)=[N+:28]([CH3:27])[CH3:29])[CH3:32].[F:44][P-:45]([F:50])([F:49])([F:48])([F:47])[F:46].[CH3:6][N:5]([CH:9]=[O:34])[CH3:2]. The catalyst class is: 3.